This data is from Full USPTO retrosynthesis dataset with 1.9M reactions from patents (1976-2016). The task is: Predict the reactants needed to synthesize the given product. (1) The reactants are: Br[CH2:2][CH2:3][CH2:4][OH:5].[Cl:6][C:7]([Cl:18])=[CH:8][CH2:9][O:10][C:11]1[CH:16]=[CH:15][C:14]([OH:17])=[CH:13][CH:12]=1.[OH-].[Na+].S(=O)(=O)(O)O. Given the product [Cl:6][C:7]([Cl:18])=[CH:8][CH2:9][O:10][C:11]1[CH:16]=[CH:15][C:14]([O:17][CH2:2][CH2:3][CH2:4][OH:5])=[CH:13][CH:12]=1, predict the reactants needed to synthesize it. (2) Given the product [F:1][C:2]1[CH:14]=[CH:13][C:5]2[N:6]([C:7]3[CH:12]=[CH:11][CH:10]=[CH:9][N:8]=3)[C:20](/[CH:21]=[CH:16]/[C:22]3[CH:23]=[CH:24][O:25][CH:28]=3)=[N:15][C:4]=2[CH:3]=1, predict the reactants needed to synthesize it. The reactants are: [F:1][C:2]1[CH:14]=[CH:13][C:5]([NH:6][C:7]2[CH:12]=[CH:11][CH:10]=[CH:9][N:8]=2)=[C:4]([NH2:15])[CH:3]=1.[CH:16]1([CH:22]=[CH:23][C:24](Cl)=[O:25])[CH2:21][CH2:20]CCC1.N1C=CC=C[C:28]=1N1C2C=CC=CC=2N=C1/C=C/C1C=CC=CC=1. (3) Given the product [Cl:38][C:24]1[C:25]([NH:27][C:28]2[CH:37]=[CH:36][CH:35]=[CH:34][C:29]=2[C:30]([NH:32][CH3:33])=[O:31])=[N:26][C:21]([NH:1][C:2]2[CH:3]=[CH:4][C:5]3[C:11]([CH3:13])([CH3:12])[CH2:10][CH2:9][C:8](=[O:14])[N:7]([CH2:15][CH2:16][O:17][CH3:18])[C:6]=3[CH:19]=2)=[N:22][CH:23]=1, predict the reactants needed to synthesize it. The reactants are: [NH2:1][C:2]1[CH:3]=[CH:4][C:5]2[C:11]([CH3:13])([CH3:12])[CH2:10][CH2:9][C:8](=[O:14])[N:7]([CH2:15][CH2:16][O:17][CH3:18])[C:6]=2[CH:19]=1.Cl[C:21]1[N:26]=[C:25]([NH:27][C:28]2[CH:37]=[CH:36][CH:35]=[CH:34][C:29]=2[C:30]([NH:32][CH3:33])=[O:31])[C:24]([Cl:38])=[CH:23][N:22]=1. (4) Given the product [CH2:1]([O:3][C@@H:4]([CH2:10][C:11]1[CH:12]=[CH:13][C:14]([O:17][CH2:36][CH2:35][C:26]2[N:27]=[C:28]([C:30]3[S:31][CH:32]=[CH:33][CH:34]=3)[O:29][C:25]=2[CH3:24])=[CH:15][CH:16]=1)[C:5]([O:7][CH2:8][CH3:9])=[O:6])[CH3:2], predict the reactants needed to synthesize it. The reactants are: [CH2:1]([O:3][C@@H:4]([CH2:10][C:11]1[CH:16]=[CH:15][C:14]([OH:17])=[CH:13][CH:12]=1)[C:5]([O:7][CH2:8][CH3:9])=[O:6])[CH3:2].C(=O)([O-])[O-].[K+].[K+].[CH3:24][C:25]1[O:29][C:28]([C:30]2[S:31][CH:32]=[CH:33][CH:34]=2)=[N:27][C:26]=1[CH2:35][CH2:36]S(OC)(=O)=O.O.